Dataset: Catalyst prediction with 721,799 reactions and 888 catalyst types from USPTO. Task: Predict which catalyst facilitates the given reaction. (1) Reactant: [Cl:1][C:2]1[C:10]2[C:5](=[CH:6][CH:7]=[C:8]3[O:15][CH2:14][CH2:13][N:12](C(OC(C)(C)C)=O)[CH2:11][C:9]3=2)[NH:4][CH:3]=1.[H-].[Na+].[N:25]1[CH:30]=[CH:29][CH:28]=[C:27]([S:31](Cl)(=[O:33])=[O:32])[CH:26]=1.[C:35]([OH:41])([C:37]([F:40])([F:39])[F:38])=[O:36]. Product: [F:38][C:37]([F:40])([F:39])[C:35]([OH:41])=[O:36].[F:38][C:37]([F:40])([F:39])[C:35]([OH:41])=[O:36].[Cl:1][C:2]1[C:10]2[C:5](=[CH:6][CH:7]=[C:8]3[O:15][CH2:14][CH2:13][NH:12][CH2:11][C:9]3=2)[N:4]([S:31]([C:27]2[CH:26]=[N:25][CH:30]=[CH:29][CH:28]=2)(=[O:33])=[O:32])[CH:3]=1. The catalyst class is: 3. (2) Reactant: [N:1]([CH2:4][C:5]([O:7][CH2:8][CH3:9])=[O:6])=[N+:2]=[N-:3].[CH3:10][Si:11]([CH3:21])([CH3:20])[C:12]1[CH:13]=[C:14]([CH:17]=[CH:18][CH:19]=1)[CH:15]=O.[Na].[NH4+].[Cl-]. Product: [N:1]([C:4](=[CH:15][C:14]1[CH:17]=[CH:18][CH:19]=[C:12]([Si:11]([CH3:10])([CH3:21])[CH3:20])[CH:13]=1)[C:5]([O:7][CH2:8][CH3:9])=[O:6])=[N+:2]=[N-:3]. The catalyst class is: 14.